This data is from Catalyst prediction with 721,799 reactions and 888 catalyst types from USPTO. The task is: Predict which catalyst facilitates the given reaction. (1) Reactant: [Br:1][C:2]1[CH:3]=[CH:4][CH:5]=[C:6]2[C:10]=1[NH:9][C:8]([C:11]([O:13][CH2:14][CH3:15])=[O:12])=[C:7]2[CH2:16][CH2:17][CH2:18][O:19][C:20]1[C:29]2[C:24](=[CH:25]C=CC=2)[CH:23]=[CH:22][CH:21]=1.CC1C=C(O)C=C([OH:37])C=1.C1(P(C2C=CC=CC=2)C2C=CC=CC=2)C=CC=CC=1.C1C=CC(COC(/N=N/C(OCC2C=CC=CC=2)=O)=O)=CC=1. Product: [Br:1][C:2]1[CH:3]=[CH:4][CH:5]=[C:6]2[C:10]=1[NH:9][C:8]([C:11]([O:13][CH2:14][CH3:15])=[O:12])=[C:7]2[CH2:16][CH2:17][CH2:18][O:19][C:20]1[CH:29]=[C:24]([CH3:25])[CH:23]=[C:22]([OH:37])[CH:21]=1. The catalyst class is: 7. (2) The catalyst class is: 305. Reactant: [CH:1]1([Mg]Br)[CH2:3][CH2:2]1.ClC1C=C2C(=CC=1)C(=O)CC2.[Cl:17][C:18]1[CH:26]=[C:25]2[C:21]([CH2:22][CH2:23][C:24]2=[O:27])=[CH:20][CH:19]=1. Product: [Cl:17][C:18]1[CH:26]=[C:25]2[C:21]([CH2:22][CH2:23][C:24]2([CH:1]2[CH2:3][CH2:2]2)[OH:27])=[CH:20][CH:19]=1. (3) Reactant: O[C:2]1[N:3]=[C:4]2[NH:12][C:11]([CH3:14])([CH3:13])[CH2:10][CH2:9][N:5]2[C:6](=[O:8])[CH:7]=1.O=P(Cl)(Cl)[Cl:17]. Product: [Cl:17][C:2]1[N:3]=[C:4]2[NH:12][C:11]([CH3:14])([CH3:13])[CH2:10][CH2:9][N:5]2[C:6](=[O:8])[CH:7]=1. The catalyst class is: 26. (4) Reactant: [CH2:1]1[C:10]2[C:5](=[CH:6][CH:7]=[CH:8][CH:9]=2)[CH2:4][CH2:3][NH:2]1.C(N(CC)CC)C.[CH2:18]([O:25][C:26]([N:28]1[CH2:33][CH2:32][CH:31]([CH:34]([C:40]([O:42][C:43]([CH3:46])([CH3:45])[CH3:44])=[O:41])[CH2:35][S:36](Cl)(=[O:38])=[O:37])[CH2:30][CH2:29]1)=[O:27])[C:19]1[CH:24]=[CH:23][CH:22]=[CH:21][CH:20]=1. The catalyst class is: 4. Product: [CH2:18]([O:25][C:26]([N:28]1[CH2:33][CH2:32][CH:31]([CH:34]([C:40]([O:42][C:43]([CH3:46])([CH3:45])[CH3:44])=[O:41])[CH2:35][S:36]([N:2]2[CH2:3][CH2:4][C:5]3[C:10](=[CH:9][CH:8]=[CH:7][CH:6]=3)[CH2:1]2)(=[O:38])=[O:37])[CH2:30][CH2:29]1)=[O:27])[C:19]1[CH:20]=[CH:21][CH:22]=[CH:23][CH:24]=1. (5) Reactant: [C:1]1([C@H:7]([NH:10][C:11]([C:13]2[CH:14]=[C:15]([C:22]([N:24]3[CH2:28][CH2:27][CH2:26][C@@H:25]3[CH2:29][OH:30])=[O:23])[N:16]3[CH2:21][CH2:20][O:19][CH2:18][C:17]=23)=[O:12])[CH2:8][CH3:9])[CH:6]=[CH:5][CH:4]=[CH:3][CH:2]=1.C(N(CC)CC)C.[C:38](Cl)(=[O:40])[CH3:39].C(=O)([O-])O.[Na+]. Product: [C:1]1([C@H:7]([NH:10][C:11]([C:13]2[CH:14]=[C:15]([C:22]([N:24]3[CH2:28][CH2:27][CH2:26][C@@H:25]3[CH2:29][O:30][C:38](=[O:40])[CH3:39])=[O:23])[N:16]3[CH2:21][CH2:20][O:19][CH2:18][C:17]=23)=[O:12])[CH2:8][CH3:9])[CH:6]=[CH:5][CH:4]=[CH:3][CH:2]=1. The catalyst class is: 119. (6) Reactant: [N:1]([C@H:4]1[C:13]2[C:8](=[CH:9][C:10]([C:14](OC)=[O:15])=[CH:11][CH:12]=2)[O:7][CH2:6][CH2:5]1)=[N+:2]=[N-:3].CC(C[AlH]CC(C)C)C. Product: [N:1]([C@H:4]1[C:13]2[C:8](=[CH:9][C:10]([CH2:14][OH:15])=[CH:11][CH:12]=2)[O:7][CH2:6][CH2:5]1)=[N+:2]=[N-:3]. The catalyst class is: 1. (7) Reactant: [CH:1]1([CH2:7][C@H:8]([N:12]2[CH2:16][C:15]([O:17][C:18]3[CH:23]=[CH:22][CH:21]=[CH:20][CH:19]=3)=[CH:14][C:13]2=[O:24])[C:9]([OH:11])=O)[CH2:6][CH2:5][CH2:4][CH2:3][CH2:2]1.Cl.[CH3:26]N(C)CCCN=C=NCC.C(N(CC)C(C)C)(C)C.ON1C2C=CC=CC=2N=N1.Cl.[OH:57][C@@H:58]([CH2:88]O)[CH2:59][N:60]1[CH:64]=[CH:63][C:62]([NH:65]C(=O)[C@@H](N2CC(OC3C=CC=C(Cl)C=3Cl)=CC2=O)CC(C)C)=[N:61]1. Product: [CH:1]1([CH2:7][C@H:8]([N:12]2[CH2:16][C:15]([O:17][C:18]3[CH:19]=[CH:20][CH:21]=[CH:22][CH:23]=3)=[CH:14][C:13]2=[O:24])[C:9]([NH:65][C:62]2[CH:63]=[CH:64][N:60]([CH2:59][C:58]([OH:57])([CH3:88])[CH3:26])[N:61]=2)=[O:11])[CH2:2][CH2:3][CH2:4][CH2:5][CH2:6]1. The catalyst class is: 96. (8) Reactant: [OH:1][C:2]1[CH:3]=[C:4]([OH:11])[C:5](=[CH:8][C:9]=1[OH:10])[CH:6]=O.CC1(C)O[C:18](=[O:19])[CH2:17][C:15](=[O:16])[O:14]1. Product: [OH:10][C:9]1[CH:8]=[C:5]2[C:4](=[CH:3][C:2]=1[OH:1])[O:11][C:18](=[O:19])[C:17]([C:15]([OH:16])=[O:14])=[CH:6]2. The catalyst class is: 6.